This data is from Forward reaction prediction with 1.9M reactions from USPTO patents (1976-2016). The task is: Predict the product of the given reaction. (1) Given the reactants [CH3:1][N:2]1[CH2:7][CH2:6][CH2:5][C:4]([CH2:9][O:10][C:11]2[CH:12]=[C:13]([CH:16]=[CH:17][CH:18]=2)[C:14]#[N:15])([CH3:8])[CH2:3]1, predict the reaction product. The product is: [CH3:1][N:2]1[CH2:7][CH2:6][CH2:5][C:4]([CH2:9][O:10][C:11]2[CH:12]=[C:13]([CH2:14][NH2:15])[CH:16]=[CH:17][CH:18]=2)([CH3:8])[CH2:3]1. (2) Given the reactants C([O:4][C:5](=[O:7])[CH3:6])(=[O:3])C.[C:8]1(=[O:14])[O:13][C:11](=[O:12])[CH2:10][CH2:9]1.[C:15]([O-:18])(=[O:17])[CH3:16].[Na+].O, predict the reaction product. The product is: [CH3:10][CH:9]([OH:3])[CH2:8][OH:14].[CH3:16][C:15]([OH:18])=[O:17].[CH3:11][OH:12].[CH2:6]([C:5]([OH:4])=[O:7])[CH2:10][C:11]([OH:13])=[O:12]. (3) Given the reactants Br[C:2]1[CH:7]=[CH:6][C:5]([C:8]([N:10]2[CH2:15][CH2:14][N:13]([C:16]3[C:21]([CH3:22])=[CH:20][C:19]([CH3:23])=[C:18]([CH3:24])[N:17]=3)[CH2:12][CH2:11]2)=[O:9])=[C:4]([S:25]([CH3:28])(=[O:27])=[O:26])[CH:3]=1.[CH3:29][C@@H:30]1[CH2:34][CH2:33][S:32](=[O:36])(=[O:35])[NH:31]1, predict the reaction product. The product is: [CH3:28][S:25]([C:4]1[CH:3]=[C:2]([N:31]2[C@H:30]([CH3:29])[CH2:34][CH2:33][S:32]2(=[O:36])=[O:35])[CH:7]=[CH:6][C:5]=1[C:8]([N:10]1[CH2:15][CH2:14][N:13]([C:16]2[C:21]([CH3:22])=[CH:20][C:19]([CH3:23])=[C:18]([CH3:24])[N:17]=2)[CH2:12][CH2:11]1)=[O:9])(=[O:27])=[O:26]. (4) Given the reactants [Br:1][C:2]1[CH:7]=[CH:6][C:5]([C@@H:8]([NH:10][CH2:11][C:12]([C:18]2[CH:23]=[CH:22][CH:21]=[CH:20][CH:19]=2)([OH:17])[CH2:13][C:14]([CH3:16])=[CH2:15])[CH3:9])=[CH:4][CH:3]=1.Cl[C:25](Cl)([O:27]C(=O)OC(Cl)(Cl)Cl)Cl.CCN(CC)CC, predict the reaction product. The product is: [Br:1][C:2]1[CH:3]=[CH:4][C:5]([C@@H:8]([N:10]2[CH2:11][C:12]([CH2:13][C:14]([CH3:16])=[CH2:15])([C:18]3[CH:19]=[CH:20][CH:21]=[CH:22][CH:23]=3)[O:17][C:25]2=[O:27])[CH3:9])=[CH:6][CH:7]=1. (5) Given the reactants Br[C:2]1[CH:3]=[C:4]2[C:21](=[CH:22][CH:23]=1)[O:20][C:7]1([CH2:12][CH2:11][N:10]([C:13]([O:15][C:16]([CH3:19])([CH3:18])[CH3:17])=[O:14])[CH2:9][CH2:8]1)[CH2:6][C:5]2=[O:24].[CH3:25][N:26]1[CH:30]=[C:29](B2OC(C)(C)C(C)(C)O2)[CH:28]=[N:27]1.O, predict the reaction product. The product is: [CH3:25][N:26]1[CH:30]=[C:29]([C:2]2[CH:3]=[C:4]3[C:21](=[CH:22][CH:23]=2)[O:20][C:7]2([CH2:12][CH2:11][N:10]([C:13]([O:15][C:16]([CH3:18])([CH3:17])[CH3:19])=[O:14])[CH2:9][CH2:8]2)[CH2:6][C:5]3=[O:24])[CH:28]=[N:27]1. (6) Given the reactants [NH2:1][CH2:2][C:3]([OH:5])=[O:4].[C:6]1(=O)[CH2:11][CH2:10][CH2:9][C:8](=[O:12])[CH2:7]1, predict the reaction product. The product is: [O:12]=[C:8]1[CH2:9][CH2:10][CH2:11][C:6]([NH:1][CH2:2][C:3]([OH:5])=[O:4])=[CH:7]1.